From a dataset of Reaction yield outcomes from USPTO patents with 853,638 reactions. Predict the reaction yield, written as a fraction of the theoretical maximum amount of product (1.0 means a 100% yield; for example, 0.34 means a 34% yield). The product is [Br:11][C:3]1[C:2]2[N:1]=[C:23]([C:22]3[CH:26]=[CH:27][CH:28]=[C:20]([C:19]([F:18])([F:29])[F:30])[CH:21]=3)[O:9][C:8](=[O:10])[C:7]=2[CH:6]=[N:5][CH:4]=1. The catalyst is O. The yield is 0.470. The reactants are [NH2:1][C:2]1[C:7]([C:8]([OH:10])=[O:9])=[CH:6][N:5]=[CH:4][C:3]=1[Br:11].N1C=CC=CC=1.[F:18][C:19]([F:30])([F:29])[C:20]1[CH:21]=[C:22]([CH:26]=[CH:27][CH:28]=1)[C:23](Cl)=O.